From a dataset of Reaction yield outcomes from USPTO patents with 853,638 reactions. Predict the reaction yield, written as a fraction of the theoretical maximum amount of product (1.0 means a 100% yield; for example, 0.34 means a 34% yield). The reactants are Cl[C:2]1[C:7]([O:8][CH2:9][CH:10]2[CH2:12][CH2:11]2)=[CH:6][N:5]=[C:4]([S:13]([CH3:16])(=[O:15])=[O:14])[N:3]=1.[CH3:17][N:18]1[CH:27]=[C:26](B2OC(C)(C)C(C)(C)O2)[C:25]2[C:20](=[CH:21][CH:22]=[CH:23][CH:24]=2)[C:19]1=[O:37].[O-]P([O-])([O-])=O.[K+].[K+].[K+].N#N. The catalyst is O1CCOCC1.O.C1C=CC(P(C2C=CC=CC=2)[C-]2C=CC=C2)=CC=1.C1C=CC(P(C2C=CC=CC=2)[C-]2C=CC=C2)=CC=1.Cl[Pd]Cl.[Fe+2].CC(=O)OCC. The product is [CH:10]1([CH2:9][O:8][C:7]2[C:2]([C:26]3[C:25]4[C:20](=[CH:21][CH:22]=[CH:23][CH:24]=4)[C:19](=[O:37])[N:18]([CH3:17])[CH:27]=3)=[N:3][C:4]([S:13]([CH3:16])(=[O:15])=[O:14])=[N:5][CH:6]=2)[CH2:12][CH2:11]1. The yield is 0.680.